Predict the reactants needed to synthesize the given product. From a dataset of Full USPTO retrosynthesis dataset with 1.9M reactions from patents (1976-2016). (1) Given the product [NH2:5][CH2:4][CH2:3][C@@H:2]([NH:1][C:26]([O:28][C:29]([CH3:32])([CH3:31])[CH3:30])=[O:27])[C:23]([OH:25])=[O:24], predict the reactants needed to synthesize it. The reactants are: [NH:1]([C:26]([O:28][C:29]([CH3:32])([CH3:31])[CH3:30])=[O:27])[C@@H:2]([C:23]([OH:25])=[O:24])[CH2:3][CH2:4][NH:5]C(OCC1C2C(=CC=CC=2)C2C1=CC=CC=2)=O.N1CCCCC1. (2) Given the product [I:21][CH2:2][C:3]([O:5][CH2:6][C:7]1[CH:12]=[C:11]([O:13][CH3:14])[C:10]([O:15][CH3:16])=[CH:9][C:8]=1[N+:17]([O-:19])=[O:18])=[O:4], predict the reactants needed to synthesize it. The reactants are: Br[CH2:2][C:3]([O:5][CH2:6][C:7]1[CH:12]=[C:11]([O:13][CH3:14])[C:10]([O:15][CH3:16])=[CH:9][C:8]=1[N+:17]([O-:19])=[O:18])=[O:4].[Na+].[I-:21]. (3) Given the product [Cl:1][C:2]1[C:3]([N:8]2[CH2:9][CH2:10][N:11]([CH2:25][C:23]3[CH:22]=[N:21][N:20]([C:14]4[CH:15]=[CH:16][CH:17]=[CH:18][CH:19]=4)[CH:24]=3)[CH2:12][CH2:13]2)=[N:4][CH:5]=[CH:6][N:7]=1, predict the reactants needed to synthesize it. The reactants are: [Cl:1][C:2]1[C:3]([N:8]2[CH2:13][CH2:12][NH:11][CH2:10][CH2:9]2)=[N:4][CH:5]=[CH:6][N:7]=1.[C:14]1([N:20]2[CH:24]=[C:23]([CH:25]=O)[CH:22]=[N:21]2)[CH:19]=[CH:18][CH:17]=[CH:16][CH:15]=1.C(O[BH-](OC(=O)C)OC(=O)C)(=O)C.[Na+]. (4) Given the product [Br:1][C:2]1[CH:7]=[CH:6][C:5]2[C:8]3([CH2:31][O:32][C:4]=2[CH:3]=1)[C:16]1[C:11](=[CH:12][CH:13]=[CH:14][CH:15]=1)[NH:10][C:9]3=[O:30], predict the reactants needed to synthesize it. The reactants are: [Br:1][C:2]1[CH:7]=[CH:6][C:5]2[C:8]3([CH2:31][O:32][C:4]=2[CH:3]=1)[C:16]1[C:11](=[CH:12][CH:13]=[CH:14][CH:15]=1)[N:10](C(C1C=CC=CC=1)C1C=CC=CC=1)[C:9]3=[O:30].C([SiH](CC)CC)C.FC(F)(F)C(O)=O. (5) Given the product [NH2:10][C:7]1[CH:8]=[CH:9][C:4]([C:1](=[O:3])[CH3:2])=[C:5]([OH:17])[C:6]=1[CH2:14][CH2:15][CH3:16], predict the reactants needed to synthesize it. The reactants are: [C:1]([C:4]1[CH:9]=[CH:8][C:7]([NH:10]C(=O)C)=[C:6]([CH2:14][CH2:15][CH3:16])[C:5]=1[OH:17])(=[O:3])[CH3:2].Cl. (6) Given the product [F:19][C:10]1[CH:11]=[C:12]([CH:17]=[CH:18][C:9]=1[O:8][C:5]1[CH:4]=[CH:3][C:2]([N:1]=[CH:26][C:25]2[CH:24]=[CH:23][C:22]([C:21]([F:20])([F:30])[F:31])=[CH:29][CH:28]=2)=[CH:7][N:6]=1)[C:13]([O:15][CH3:16])=[O:14], predict the reactants needed to synthesize it. The reactants are: [NH2:1][C:2]1[CH:3]=[CH:4][C:5]([O:8][C:9]2[CH:18]=[CH:17][C:12]([C:13]([O:15][CH3:16])=[O:14])=[CH:11][C:10]=2[F:19])=[N:6][CH:7]=1.[F:20][C:21]([F:31])([F:30])[C:22]1[CH:29]=[CH:28][C:25]([CH:26]=O)=[CH:24][CH:23]=1. (7) The reactants are: C([O:3][C:4]([CH:6]1[CH:10]([C:11]([F:14])([F:13])[F:12])[CH2:9][N:8]([C:15]([O:17][C:18]([CH3:21])([CH3:20])[CH3:19])=[O:16])[CH2:7]1)=[O:5])C.[Li+].[OH-].Cl. Given the product [C:18]([O:17][C:15]([N:8]1[CH2:9][CH:10]([C:11]([F:14])([F:12])[F:13])[CH:6]([C:4]([OH:5])=[O:3])[CH2:7]1)=[O:16])([CH3:21])([CH3:19])[CH3:20], predict the reactants needed to synthesize it.